Dataset: Forward reaction prediction with 1.9M reactions from USPTO patents (1976-2016). Task: Predict the product of the given reaction. (1) Given the reactants [Cl:1][C:2]1[CH:10]=[CH:9][C:8]([C:11]2[CH:12]=[CH:13][C:14]([C:46]#[C:47][CH:48]3[O:53]CCN(C(OC(C)(C)C)=O)[CH2:49]3)=[N:15][C:16]=2[C@@H:17]([NH:27][C:28](=[O:45])[CH2:29][N:30]2[C:34]3[C:35]([F:40])([F:39])[C@@H:36]4[CH2:38][C@@H:37]4[C:33]=3[C:32]([C:41]([F:44])([F:43])[F:42])=[N:31]2)[CH2:18][C:19]2[CH:24]=[C:23]([F:25])[CH:22]=[C:21]([F:26])[CH:20]=2)=[C:7]2[C:3]=1[C:4]([NH:62][S:63]([CH3:66])(=[O:65])=[O:64])=[N:5][N:6]2[CH3:61].OC(C1[CH2:74][N:73](C(OC(C)(C)C)=O)[CH2:72]1)C#C, predict the reaction product. The product is: [NH:73]1[CH2:74][CH:49]([CH:48]([OH:53])[C:47]#[C:46][C:14]2[N:15]=[C:16]([C@@H:17]([NH:27][C:28](=[O:45])[CH2:29][N:30]3[C:34]4[C:35]([F:40])([F:39])[C@@H:36]5[CH2:38][C@@H:37]5[C:33]=4[C:32]([C:41]([F:44])([F:42])[F:43])=[N:31]3)[CH2:18][C:19]3[CH:20]=[C:21]([F:26])[CH:22]=[C:23]([F:25])[CH:24]=3)[C:11]([C:8]3[CH:9]=[CH:10][C:2]([Cl:1])=[C:3]4[C:7]=3[N:6]([CH3:61])[N:5]=[C:4]4[NH:62][S:63]([CH3:66])(=[O:64])=[O:65])=[CH:12][CH:13]=2)[CH2:72]1. (2) Given the reactants Br[C:2]([CH3:9])([CH3:8])[C:3]([O:5][CH2:6][CH3:7])=[O:4].[CH2:10]([SH:12])[CH3:11].[OH-].[K+], predict the reaction product. The product is: [CH2:6]([O:5][C:3](=[O:4])[C:2]([S:12][CH2:10][CH3:11])([CH3:9])[CH3:8])[CH3:7]. (3) The product is: [NH2:30][C:27]1[N:28]=[CH:29][C:24]([C:13]2[N:12]=[C:11]3[C:16]([N:17]=[C:9]([N:4]4[CH2:3][C@@H:2]([CH3:1])[N:7]([CH:37]=[O:36])[C@@H:6]([CH3:8])[CH2:5]4)[N:10]3[CH2:31][C:32]([F:35])([F:34])[F:33])=[C:15]([N:18]3[CH2:23][CH2:22][O:21][CH2:20][CH2:19]3)[N:14]=2)=[CH:25][N:26]=1. Given the reactants [CH3:1][C@H:2]1[NH:7][C@@H:6]([CH3:8])[CH2:5][N:4]([C:9]2[N:10]([CH2:31][C:32]([F:35])([F:34])[F:33])[C:11]3[C:16]([N:17]=2)=[C:15]([N:18]2[CH2:23][CH2:22][O:21][CH2:20][CH2:19]2)[N:14]=[C:13]([C:24]2[CH:25]=[N:26][C:27]([NH2:30])=[N:28][CH:29]=2)[N:12]=3)[CH2:3]1.[O:36]1CCC[CH2:37]1.CN(CCS(O)(=O)=O)C, predict the reaction product. (4) Given the reactants [OH:1][C:2]1[CH:3]=[N:4][CH:5]=[CH:6][CH:7]=1.CC(C)([O-])C.[K+].Cl[CH2:15][O:16][CH3:17], predict the reaction product. The product is: [CH3:15][O:16][CH2:17][O:1][C:2]1[CH:3]=[N:4][CH:5]=[CH:6][CH:7]=1. (5) Given the reactants [Cl:1][C:2]1[C:3]2[C:10]([CH3:11])=[CH:9][NH:8][C:4]=2[N:5]=[CH:6][N:7]=1.[H-].[Na+].[C:14]1([S:20](Cl)(=[O:22])=[O:21])[CH:19]=[CH:18][CH:17]=[CH:16][CH:15]=1, predict the reaction product. The product is: [Cl:1][C:2]1[C:3]2[C:10]([CH3:11])=[CH:9][N:8]([S:20]([C:14]3[CH:19]=[CH:18][CH:17]=[CH:16][CH:15]=3)(=[O:22])=[O:21])[C:4]=2[N:5]=[CH:6][N:7]=1. (6) Given the reactants CON(C)[C:4](=[O:16])[CH2:5][CH2:6][C:7]1[C:12]([Cl:13])=[CH:11][C:10]([Cl:14])=[CH:9][C:8]=1[Cl:15].CC(C[AlH]CC(C)C)C, predict the reaction product. The product is: [Cl:13][C:12]1[CH:11]=[C:10]([Cl:14])[CH:9]=[C:8]([Cl:15])[C:7]=1[CH2:6][CH2:5][CH:4]=[O:16]. (7) Given the reactants [BH-](OC(C)=O)(OC(C)=O)OC(C)=O.[Na+].[Cl:15][C:16]1[CH:17]=[C:18]([C:24]2[CH:25]=[CH:26][C:27]([C:30]([NH:32][CH2:33][CH2:34][C:35]([O:37][CH2:38][CH3:39])=[O:36])=[O:31])=[N:28][CH:29]=2)[CH:19]=[C:20]([CH:22]=O)[CH:21]=1.[F:40][C:41]1[CH:46]=[CH:45][C:44]([C:47]2[CH:52]=[CH:51][C:50]([NH2:53])=[CH:49][CH:48]=2)=[CH:43][CH:42]=1.CC(O)=O, predict the reaction product. The product is: [Cl:15][C:16]1[CH:17]=[C:18]([C:24]2[CH:25]=[CH:26][C:27]([C:30]([NH:32][CH2:33][CH2:34][C:35]([O:37][CH2:38][CH3:39])=[O:36])=[O:31])=[N:28][CH:29]=2)[CH:19]=[C:20]([CH2:22][NH:53][C:50]2[CH:49]=[CH:48][C:47]([C:44]3[CH:45]=[CH:46][C:41]([F:40])=[CH:42][CH:43]=3)=[CH:52][CH:51]=2)[CH:21]=1. (8) Given the reactants [CH3:1][O:2][C:3]1[CH:4]=[C:5]2[C:10](=[C:11](N)[CH:12]=1)[N:9]=[CH:8][CH:7]=[CH:6]2.O.CCOC(C)=O.[BrH:21], predict the reaction product. The product is: [Br:21][C:11]1[CH:12]=[C:3]([O:2][CH3:1])[CH:4]=[C:5]2[C:10]=1[N:9]=[CH:8][CH:7]=[CH:6]2.